This data is from Reaction yield outcomes from USPTO patents with 853,638 reactions. The task is: Predict the reaction yield, written as a fraction of the theoretical maximum amount of product (1.0 means a 100% yield; for example, 0.34 means a 34% yield). (1) The reactants are [CH3:1][C:2]1[C:6]2[CH:7]=[CH:8][CH:9]=[CH:10][C:5]=2[O:4][C:3]=1[C:11]([NH:13][C:14]1[CH:19]=[CH:18][CH:17]=[CH:16][CH:15]=1)=[O:12].[H-].[Na+].Cl.Cl[CH2:24][CH2:25][CH2:26][N:27]1[CH2:32][CH2:31][CH2:30][CH2:29][CH2:28]1.C(=O)([O-])[O-].[K+].[K+].[I-].[K+]. The catalyst is [Br-].C([N+](CCCC)(CCCC)CCCC)CCC.ClCCl. The product is [CH3:1][C:2]1[C:6]2[C:5](=[CH:10][CH:9]=[CH:8][CH:7]=2)[O:4][C:3]=1[C:11]([N:13]([C:14]1[CH:19]=[CH:18][CH:17]=[CH:16][CH:15]=1)[CH2:24][CH2:25][CH2:26][N:27]1[CH2:32][CH2:31][CH2:30][CH2:29][CH2:28]1)=[O:12]. The yield is 0.630. (2) The reactants are Br[CH2:2][C:3]([C:5]1[C:10]([F:11])=[CH:9][CH:8]=[CH:7][N:6]=1)=O.[NH2:12][C:13]([NH2:15])=[S:14]. The product is [F:11][C:10]1[C:5]([C:3]2[N:12]=[C:13]([NH2:15])[S:14][CH:2]=2)=[N:6][CH:7]=[CH:8][CH:9]=1. The yield is 0.745. The catalyst is C(O)C.C(Cl)Cl. (3) The reactants are [CH2:1]([O:4][C:5]1[CH:6]=[CH:7][C:8]2[CH2:9][N:10](C(OC(C)(C)C)=O)[CH2:11][CH2:12][O:13][C:14]=2[N:15]=1)[CH2:2][CH3:3].[ClH:23].C(OCC)(=O)C. No catalyst specified. The product is [ClH:23].[CH2:1]([O:4][C:5]1[CH:6]=[CH:7][C:8]2[CH2:9][NH:10][CH2:11][CH2:12][O:13][C:14]=2[N:15]=1)[CH2:2][CH3:3]. The yield is 0.870. (4) The reactants are [CH2:1]([CH:3]1[O:8][C:7]2([CH2:13][CH2:12][N:11]([C:14]([O:16][C:17]([CH3:20])([CH3:19])[CH3:18])=[O:15])[CH2:10][CH2:9]2)[CH2:6][NH:5][CH2:4]1)[CH3:2].Cl[C:22]1[CH:27]=[CH:26][CH:25]=[CH:24][N:23]=1.CC(C)([O-])C.[Na+].C(OCC)(=O)C.CCCCCC. The catalyst is C1(C)C=CC=CC=1.C1C=CC(/C=C/C(/C=C/C2C=CC=CC=2)=O)=CC=1.C1C=CC(/C=C/C(/C=C/C2C=CC=CC=2)=O)=CC=1.C1C=CC(/C=C/C(/C=C/C2C=CC=CC=2)=O)=CC=1.[Pd].[Pd].C1C=CC(P(C2C(C3C(P(C4C=CC=CC=4)C4C=CC=CC=4)=CC=C4C=3C=CC=C4)=C3C(C=CC=C3)=CC=2)C2C=CC=CC=2)=CC=1. The product is [CH2:1]([CH:3]1[O:8][C:7]2([CH2:9][CH2:10][N:11]([C:14]([O:16][C:17]([CH3:19])([CH3:18])[CH3:20])=[O:15])[CH2:12][CH2:13]2)[CH2:6][N:5]([C:22]2[CH:27]=[CH:26][CH:25]=[CH:24][N:23]=2)[CH2:4]1)[CH3:2]. The yield is 0.760. (5) The reactants are [Cl:1][C:2]1[CH:3]=[C:4]([NH:10][C:11]2[N:16]=[CH:15][C:14]([N:17]3[CH2:22][CH2:21][N:20](C(OC(C)(C)C)=O)[CH2:19][C@@H:18]3[CH3:30])=[CH:13][CH:12]=2)[C:5](=[O:9])[N:6]([CH3:8])[N:7]=1. The catalyst is Cl.C(O)C. The product is [Cl:1][C:2]1[CH:3]=[C:4]([NH:10][C:11]2[CH:12]=[CH:13][C:14]([N:17]3[CH2:22][CH2:21][NH:20][CH2:19][C@@H:18]3[CH3:30])=[CH:15][N:16]=2)[C:5](=[O:9])[N:6]([CH3:8])[N:7]=1. The yield is 0.980. (6) The reactants are [C:1]([O:5][C:6]([N:8]([C:35]1[CH:40]=[CH:39][CH:38]=[CH:37][N:36]=1)[CH2:9][C:10]#[C:11][C:12]1[CH:34]=[CH:33][C:15]([CH2:16][C@@H:17]([C:29]([O:31][CH3:32])=[O:30])[NH:18][C:19](=[O:28])[C:20]2[C:25]([Cl:26])=[CH:24][CH:23]=[CH:22][C:21]=2[Cl:27])=[CH:14][CH:13]=1)=[O:7])([CH3:4])([CH3:3])[CH3:2]. The product is [C:1]([O:5][C:6]([N:8]([C:35]1[CH:40]=[CH:39][CH:38]=[CH:37][N:36]=1)[CH2:9][CH2:10][CH2:11][C:12]1[CH:13]=[CH:14][C:15]([CH2:16][C@@H:17]([C:29]([O:31][CH3:32])=[O:30])[NH:18][C:19](=[O:28])[C:20]2[C:25]([Cl:26])=[CH:24][CH:23]=[CH:22][C:21]=2[Cl:27])=[CH:33][CH:34]=1)=[O:7])([CH3:4])([CH3:2])[CH3:3]. The catalyst is CO.[Pt]. The yield is 0.980.